From a dataset of TCR-epitope binding with 47,182 pairs between 192 epitopes and 23,139 TCRs. Binary Classification. Given a T-cell receptor sequence (or CDR3 region) and an epitope sequence, predict whether binding occurs between them. (1) The epitope is VTIAEILLI. The TCR CDR3 sequence is CASSPAGGSYEQYF. Result: 1 (the TCR binds to the epitope). (2) The epitope is LLMPILTLT. The TCR CDR3 sequence is CASSSTDRVITDTQYF. Result: 0 (the TCR does not bind to the epitope). (3) The epitope is LLQTGIHVRVSQPSL. The TCR CDR3 sequence is CSAWSSYEQYF. Result: 1 (the TCR binds to the epitope). (4) The epitope is ELAGIGILTV. The TCR CDR3 sequence is CASGWTSGSRDTQYF. Result: 0 (the TCR does not bind to the epitope).